From a dataset of Full USPTO retrosynthesis dataset with 1.9M reactions from patents (1976-2016). Predict the reactants needed to synthesize the given product. Given the product [Cl:18][C:11]1[CH:10]=[CH:9][N:8]=[C:7]2[NH:13][C:4]([CH:2]([CH3:3])[CH3:1])=[CH:5][C:6]=12, predict the reactants needed to synthesize it. The reactants are: [CH3:1][CH:2]([C:4]1[NH:13][C:7]2=[N+:8]([O-])[CH:9]=[CH:10][CH:11]=[C:6]2[CH:5]=1)[CH3:3].CS([Cl:18])(=O)=O.O.[OH-].[Na+].